From a dataset of Human intestinal absorption (HIA) binary classification data from Hou et al.. Regression/Classification. Given a drug SMILES string, predict its absorption, distribution, metabolism, or excretion properties. Task type varies by dataset: regression for continuous measurements (e.g., permeability, clearance, half-life) or binary classification for categorical outcomes (e.g., BBB penetration, CYP inhibition). Dataset: hia_hou. (1) The drug is COC(=O)C1=C(C)NC(C)=C(C(=O)OC(C)C)[C@H]1c1cccc2nonc12. The result is 1 (good absorption). (2) The drug is NS(=O)(=O)c1cc(C(=O)O)cc(N2CCCC2)c1Oc1ccccc1. The result is 1 (good absorption). (3) The result is 1 (good absorption). The drug is CC1=CC(=O)N2CC(=O)N(C)c3ccc(Cl)cc3[C@]2(c2ccccc2)O1. (4) The molecule is NC(=O)OCC(COC(N)=O)c1ccccc1. The result is 1 (good absorption). (5) The molecule is O[C@](CCN1CCCCC1)(c1ccccc1)[C@@H]1C[C@H]2C=C[C@H]1C2. The result is 1 (good absorption). (6) The result is 1 (good absorption). The molecule is CN(C)CCOc1ccc(C(=C(CCCl)c2ccccc2)c2ccccc2)cc1. (7) The molecule is C[C@H](C(=O)O)c1cccc(Oc2ccccc2)c1. The result is 1 (good absorption). (8) The drug is O=C(NC[C@@H]1CCCCN1)c1cc(OCC(F)(F)F)ccc1OCC(F)(F)F. The result is 1 (good absorption).